Dataset: Reaction yield outcomes from USPTO patents with 853,638 reactions. Task: Predict the reaction yield, written as a fraction of the theoretical maximum amount of product (1.0 means a 100% yield; for example, 0.34 means a 34% yield). (1) The reactants are [Cl:1][C:2]1[N:7]=[C:6]([C:8]([O:10][CH2:11][CH3:12])=[O:9])[C:5](F)=[CH:4][N:3]=1.[O:14]1[CH2:17][CH:16]([NH2:18])[CH2:15]1. No catalyst specified. The product is [Cl:1][C:2]1[N:7]=[C:6]([C:8]([O:10][CH2:11][CH3:12])=[O:9])[C:5]([NH:18][CH:16]2[CH2:17][O:14][CH2:15]2)=[CH:4][N:3]=1. The yield is 0.240. (2) The reactants are [Br:1][C:2]1[CH:3]=[C:4]([F:11])[C:5]([CH2:9]O)=[C:6]([F:8])[CH:7]=1.[BrH:12].O. The catalyst is C(O)(=O)C. The product is [Br:1][C:2]1[CH:3]=[C:4]([F:11])[C:5]([CH2:9][Br:12])=[C:6]([F:8])[CH:7]=1. The yield is 0.980. (3) The reactants are [F:1][C:2]1[CH:3]=[C:4]([C:9]2[CH2:10][CH2:11][NH:12][CH2:13][CH:14]=2)[CH:5]=[CH:6][C:7]=1[F:8]. The catalyst is [Pd].C(O)C. The product is [F:1][C:2]1[CH:3]=[C:4]([CH:9]2[CH2:14][CH2:13][NH:12][CH2:11][CH2:10]2)[CH:5]=[CH:6][C:7]=1[F:8]. The yield is 0.300. (4) The reactants are [OH:1][C:2]1[C:11]2[C:6](=[CH:7][CH:8]=[CH:9][CH:10]=2)[N:5]=[CH:4][CH:3]=1.C(O)(=O)CC.[N+:17]([O-])([OH:19])=[O:18]. The catalyst is C(O)C. The product is [N+:17]([C:3]1[CH:4]=[N:5][C:6]2[C:11]([C:2]=1[OH:1])=[CH:10][CH:9]=[CH:8][CH:7]=2)([O-:19])=[O:18]. The yield is 0.760. (5) The reactants are [C:1]([N:9]1[CH2:14][CH2:13][CH:12]([C:15]2[C:16]3[CH:26]=[CH:25][C:24]([F:27])=[CH:23][C:17]=3[S:18][C:19]=2C(O)=O)[CH2:11][CH2:10]1)(=[O:8])[C:2]1[CH:7]=[CH:6][CH:5]=[CH:4][CH:3]=1. The catalyst is N1C2C(=CC=CC=2)C=CC=1. The product is [F:27][C:24]1[CH:25]=[CH:26][C:16]2[C:15]([CH:12]3[CH2:13][CH2:14][N:9]([C:1]([C:2]4[CH:3]=[CH:4][CH:5]=[CH:6][CH:7]=4)=[O:8])[CH2:10][CH2:11]3)=[CH:19][S:18][C:17]=2[CH:23]=1. The yield is 0.480.